This data is from Reaction yield outcomes from USPTO patents with 853,638 reactions. The task is: Predict the reaction yield, written as a fraction of the theoretical maximum amount of product (1.0 means a 100% yield; for example, 0.34 means a 34% yield). (1) The reactants are [CH2:1]([O:3][C:4](=[O:23])[CH:5]([C:7]1[N:8](C(OC(C)(C)C)=O)[C:9]2[C:14]([CH:15]=1)=[CH:13][CH:12]=[CH:11][CH:10]=2)[CH3:6])[CH3:2]. The product is [NH:8]1[C:9]2[C:14](=[CH:13][CH:12]=[CH:11][CH:10]=2)[CH:15]=[C:7]1[CH:5]([CH3:6])[C:4]([O:3][CH2:1][CH3:2])=[O:23]. The yield is 0.500. The catalyst is ClCCl.C(O)(C(F)(F)F)=O. (2) The reactants are [C:1]([C:4]1[C:5]([Cl:17])=[C:6]2[C:11](=[C:12]([Cl:14])[CH:13]=1)S[CH2:9][CH2:8][C:7]2([CH3:16])[CH3:15])(=[O:3])[CH3:2].OO.[S:20]([O-:23])(O)=[O:21].[Na+]. The catalyst is C(O)(=O)C. The product is [C:1]([C:4]1[C:5]([Cl:17])=[C:6]2[C:11](=[C:12]([Cl:14])[CH:13]=1)[S:20](=[O:23])(=[O:21])[CH2:9][CH2:8][C:7]2([CH3:16])[CH3:15])(=[O:3])[CH3:2]. The yield is 0.710. (3) The reactants are [CH:1]1([C@@H:7]2[NH:12][C:11](=[O:13])[C@H:10]([CH2:14][CH:15]([CH3:17])[CH3:16])[NH:9][CH2:8]2)[CH2:6][CH2:5][CH2:4][CH2:3][CH2:2]1.[F:18][C:19]1[CH:24]=[CH:23][C:22]([C:25]2[O:29][N:28]=[C:27]([CH:30]=O)[CH:26]=2)=[CH:21][CH:20]=1.C([C@@H]1N(CC2C=C(C3C=CC=CC=3)ON=2)C[C@H](CC(C)C)NC1=O)C(C)C. No catalyst specified. The product is [CH:1]1([C@@H:7]2[NH:12][C:11](=[O:13])[C@H:10]([CH2:14][CH:15]([CH3:17])[CH3:16])[N:9]([CH2:30][C:27]3[CH:26]=[C:25]([C:22]4[CH:23]=[CH:24][C:19]([F:18])=[CH:20][CH:21]=4)[O:29][N:28]=3)[CH2:8]2)[CH2:2][CH2:3][CH2:4][CH2:5][CH2:6]1. The yield is 0.700. (4) The reactants are [C:1]1(=O)[CH2:6][CH2:5][CH2:4][C:3](=[O:7])[CH2:2]1.Cl.[NH:10]([CH2:12][C:13]([O:15][CH2:16][CH3:17])=[O:14])[NH2:11].[CH3:18]OC(N(C)C)OC. The catalyst is CN(C)C=O. The product is [CH2:16]([O:15][C:13](=[O:14])[CH2:12][N:10]1[C:1]2[CH2:6][CH2:5][CH2:4][C:3](=[O:7])[C:2]=2[CH:18]=[N:11]1)[CH3:17]. The yield is 0.790. (5) The yield is 1.00. No catalyst specified. The product is [F:1][C:2]1[CH:9]=[C:8]([OH:10])[CH:7]=[CH:6][C:3]=1[C:4]([OH:14])=[O:11]. The reactants are [F:1][C:2]1[CH:9]=[C:8]([OH:10])[CH:7]=[CH:6][C:3]=1[C:4]#N.[OH-:11].[Na+].Cl.[OH2:14]. (6) The reactants are C1C=CC(OC(OC2C=CC=CC=2)=[N:9][C:10]#[N:11])=CC=1.C[CH2:20][N:21]([CH:25]([CH3:27])C)[CH:22]([CH3:24])C.Cl.[CH3:29][C@@H:30]1[CH2:35][CH2:34][NH:33][CH2:32][C@@H:31]1[C:36]1[N:40]2[C:41]3[CH:47]=[CH:46][NH:45][C:42]=3[N:43]=[CH:44][C:39]2=[CH:38][N:37]=1.N1CCCC1. The catalyst is CC#N. The product is [C:36]1([C@@H:31]2[C@H:30]([CH3:29])[CH2:35][CH2:34][N:33]([C:20]([N:21]3[CH2:22][CH2:24][CH2:27][CH2:25]3)=[N:11][C:10]#[N:9])[CH2:32]2)[N:40]2[C:41]3[CH:47]=[CH:46][NH:45][C:42]=3[N:43]=[CH:44][C:39]2=[CH:38][N:37]=1. The yield is 0.110. (7) The reactants are [CH3:1][O:2][C:3]1[CH:18]=[CH:17][C:6]([C:7]([NH:9][C:10]2[C:11]([NH2:16])=[CH:12][CH:13]=[CH:14][CH:15]=2)=[O:8])=[CH:5][CH:4]=1.[C:19]([C:23]1[CH:24]=[C:25]2[C:30](=O)[O:29][C:27](=[O:28])[C:26]2=[CH:32][CH:33]=1)([CH3:22])([CH3:21])[CH3:20]. The catalyst is C1(C)C=CC=CC=1. The product is [CH3:1][O:2][C:3]1[CH:4]=[CH:5][C:6]([C:7]([NH:9][C:10]2[CH:15]=[CH:14][CH:13]=[CH:12][C:11]=2[N:16]2[C:30](=[O:29])[C:25]3[C:26](=[CH:32][CH:33]=[C:23]([C:19]([CH3:21])([CH3:20])[CH3:22])[CH:24]=3)[C:27]2=[O:28])=[O:8])=[CH:17][CH:18]=1. The yield is 0.850.